Dataset: Reaction yield outcomes from USPTO patents with 853,638 reactions. Task: Predict the reaction yield, written as a fraction of the theoretical maximum amount of product (1.0 means a 100% yield; for example, 0.34 means a 34% yield). (1) The reactants are [N:1]([CH2:4][CH2:5][NH:6][C:7](=[O:21])[CH2:8][CH2:9][CH2:10][CH2:11][CH2:12][CH2:13][CH2:14][CH2:15][CH2:16]CCCC)=[N+:2]=[N-:3].[CH2:22](C1C=CC(C(Cl)=O)=CC=1)[CH2:23]CCC.N(CCN)=[N+]=[N-].C(N(CC)CC)C. The catalyst is ClCCl. The product is [N:1]([CH2:4][CH2:5][NH:6][C:7](=[O:21])[C:8]1[CH:9]=[CH:10][C:11]([CH2:12][CH2:13][CH2:14][CH2:15][CH3:16])=[CH:23][CH:22]=1)=[N+:2]=[N-:3]. The yield is 0.760. (2) The reactants are O1[C:5]2([CH2:10][CH2:9][CH:8]([N:11]3[C:16](=[O:17])[C:15]([CH2:18][C:19]4[CH:24]=[CH:23][C:22]([C:25]5[C:26]([C:31]#[N:32])=[CH:27][CH:28]=[CH:29][CH:30]=5)=[CH:21][C:20]=4[F:33])=[C:14]([CH2:34][CH2:35][CH3:36])[N:13]4[N:37]=[CH:38][N:39]=[C:12]34)[CH2:7][CH2:6]2)[O:4]CC1.O.C1(C)C=CC(S(O)(=O)=O)=CC=1.CO.O1CCCC1. The catalyst is C(OCC)(=O)C. The product is [F:33][C:20]1[CH:21]=[C:22]([C:25]2[C:26]([C:31]#[N:32])=[CH:27][CH:28]=[CH:29][CH:30]=2)[CH:23]=[CH:24][C:19]=1[CH2:18][C:15]1[C:16](=[O:17])[N:11]([CH:8]2[CH2:7][CH2:6][C:5](=[O:4])[CH2:10][CH2:9]2)[C:12]2[N:13]([N:37]=[CH:38][N:39]=2)[C:14]=1[CH2:34][CH2:35][CH3:36]. The yield is 0.760. (3) The reactants are [CH3:1][O:2][C:3]1[CH:4]=[C:5]([CH:34]=[CH:35][CH:36]=1)[CH2:6][N:7]1[C:15]2[C:10](=[CH:11][C:12]([O:16][CH2:17][CH2:18][NH:19][CH3:20])=[CH:13][CH:14]=2)[C:9]([C:21]2[CH:26]=[CH:25][C:24]([O:27][CH3:28])=[CH:23][CH:22]=2)=[C:8]1[C:29]([O:31][CH2:32][CH3:33])=[O:30].C(N(C(C)C)CC)(C)C.Cl[C:47]1[O:48][C:49]2[CH:55]=[CH:54][CH:53]=[CH:52][C:50]=2[N:51]=1. The catalyst is CN(C)C=O.C(=O)(O)[O-].[Na+]. The product is [O:48]1[C:49]2[CH:55]=[CH:54][CH:53]=[CH:52][C:50]=2[N:51]=[C:47]1[N:19]([CH3:20])[CH2:18][CH2:17][O:16][C:12]1[CH:11]=[C:10]2[C:15](=[CH:14][CH:13]=1)[N:7]([CH2:6][C:5]1[CH:34]=[CH:35][CH:36]=[C:3]([O:2][CH3:1])[CH:4]=1)[C:8]([C:29]([O:31][CH2:32][CH3:33])=[O:30])=[C:9]2[C:21]1[CH:22]=[CH:23][C:24]([O:27][CH3:28])=[CH:25][CH:26]=1. The yield is 0.970. (4) The yield is 0.790. The product is [CH3:48][C:46]([O:49][C@H:50]([CH3:57])[C@@H:51]([C:53]([O:55][CH3:56])=[O:54])[NH:52][C:38]([C:35]1[CH:36]=[CH:37][C:32]([C:29]2[CH:28]=[CH:27][C:26]([F:25])=[CH:31][CH:30]=2)=[CH:33][C:34]=1[N+:41]([O-:43])=[O:42])=[O:40])([CH3:45])[CH3:47]. The catalyst is CN(C=O)C.C(OCC)(=O)C. The reactants are CN(C(ON1N=NC2C=CC=NC1=2)=[N+](C)C)C.F[P-](F)(F)(F)(F)F.[F:25][C:26]1[CH:31]=[CH:30][C:29]([C:32]2[CH:37]=[CH:36][C:35]([C:38]([OH:40])=O)=[C:34]([N+:41]([O-:43])=[O:42])[CH:33]=2)=[CH:28][CH:27]=1.Cl.[CH3:45][C:46]([O:49][C@H:50]([CH3:57])[C@@H:51]([C:53]([O:55][CH3:56])=[O:54])[NH2:52])([CH3:48])[CH3:47].C(N(C(C)C)CC)(C)C. (5) The reactants are [Cl:1][C:2]1[CH:3]=[C:4]([NH2:18])[C:5]([NH2:17])=[CH:6][C:7]=1[O:8][C:9]1[CH:14]=[CH:13][C:12]([F:15])=[CH:11][C:10]=1[F:16].[C:19](O)([C:21]([F:24])([F:23])[F:22])=O. The catalyst is Cl. The product is [Cl:1][C:2]1[C:7]([O:8][C:9]2[CH:14]=[CH:13][C:12]([F:15])=[CH:11][C:10]=2[F:16])=[CH:6][C:5]2[NH:17][C:19]([C:21]([F:24])([F:23])[F:22])=[N:18][C:4]=2[CH:3]=1. The yield is 0.570.